From a dataset of Reaction yield outcomes from USPTO patents with 853,638 reactions. Predict the reaction yield, written as a fraction of the theoretical maximum amount of product (1.0 means a 100% yield; for example, 0.34 means a 34% yield). The reactants are [CH2:1]1[S:5][C@@H:4]([CH2:6][CH2:7][CH2:8][CH2:9][C:10]([OH:12])=[O:11])[C@H:3]2[NH:13][C:14]([NH:16][C@@H:2]12)=[O:15].C(N(C(C)C)CC)(C)C.CN(C(O[N:34]1[N:42]=[N:41]C2C=CC=NC1=2)=[N+](C)C)C.F[P-](F)(F)(F)(F)F.N(CCCN)=[N+]=[N-]. The catalyst is CN(C=O)C. The product is [N-:41]=[N+:42]=[N-:34].[OH:12][C:10]([CH2:9][CH2:8][CH2:7][CH2:6][C@H:4]1[C@@H:3]2[C@@H:2]([NH:16][C:14]([NH:13]2)=[O:15])[CH2:1][S:5]1)=[O:11]. The yield is 0.330.